This data is from NCI-60 drug combinations with 297,098 pairs across 59 cell lines. The task is: Regression. Given two drug SMILES strings and cell line genomic features, predict the synergy score measuring deviation from expected non-interaction effect. Drug 1: CNC(=O)C1=NC=CC(=C1)OC2=CC=C(C=C2)NC(=O)NC3=CC(=C(C=C3)Cl)C(F)(F)F. Drug 2: CC(C)NC(=O)C1=CC=C(C=C1)CNNC.Cl. Cell line: NCI/ADR-RES. Synergy scores: CSS=1.55, Synergy_ZIP=2.65, Synergy_Bliss=8.78, Synergy_Loewe=1.84, Synergy_HSA=2.24.